This data is from Forward reaction prediction with 1.9M reactions from USPTO patents (1976-2016). The task is: Predict the product of the given reaction. (1) Given the reactants [CH3:1][O:2][C:3]1[CH:4]=[C:5]2[C:10](=[N:11][CH:12]=1)[N:9]=[CH:8][CH:7]=[C:6]2[N:13]1[CH2:18][CH2:17][N:16]([CH2:19][CH2:20][NH2:21])[CH2:15][CH2:14]1.[O-]S([O-])(=O)=O.[Na+].[Na+].[O:29]=[C:30]1[NH:35][C:34]2[N:36]=[C:37]([CH:40]=O)[CH:38]=[CH:39][C:33]=2[S:32][CH2:31]1.[BH4-].[Na+], predict the reaction product. The product is: [CH3:1][O:2][C:3]1[CH:4]=[C:5]2[C:10](=[N:11][CH:12]=1)[N:9]=[CH:8][CH:7]=[C:6]2[N:13]1[CH2:18][CH2:17][N:16]([CH2:19][CH2:20][NH:21][CH2:40][C:37]2[CH:38]=[CH:39][C:33]3[S:32][CH2:31][C:30](=[O:29])[NH:35][C:34]=3[N:36]=2)[CH2:15][CH2:14]1. (2) Given the reactants [F:1][C:2]1[CH:7]=[CH:6][C:5]([S:8]([CH2:11][CH2:12][CH3:13])(=[O:10])=[O:9])=[CH:4][CH:3]=1.S(=O)(=O)(O)O.[Br:19]N1C(=O)CCC1=O, predict the reaction product. The product is: [Br:19][C:7]1[CH:6]=[C:5]([S:8]([CH2:11][CH2:12][CH3:13])(=[O:10])=[O:9])[CH:4]=[CH:3][C:2]=1[F:1]. (3) Given the reactants [F:1][C:2]1[CH:7]=[CH:6][C:5]([CH2:8][C:9]([OH:11])=O)=[CH:4][CH:3]=1.[NH2:12][C:13]1[C:18](O)=[CH:17][CH:16]=[C:15]([Br:20])[N:14]=1, predict the reaction product. The product is: [Br:20][C:15]1[N:14]=[C:13]2[N:12]=[C:9]([CH2:8][C:5]3[CH:4]=[CH:3][C:2]([F:1])=[CH:7][CH:6]=3)[O:11][C:18]2=[CH:17][CH:16]=1. (4) Given the reactants [N+:1]([C:4]1[CH:5]=[C:6]([NH:10][CH:11]2[CH2:15][CH2:14][N:13]([C:16]([O:18][C:19]([CH3:22])([CH3:21])[CH3:20])=[O:17])[CH2:12]2)[CH:7]=[CH:8][CH:9]=1)([O-])=O, predict the reaction product. The product is: [NH2:1][C:4]1[CH:5]=[C:6]([NH:10][CH:11]2[CH2:15][CH2:14][N:13]([C:16]([O:18][C:19]([CH3:22])([CH3:21])[CH3:20])=[O:17])[CH2:12]2)[CH:7]=[CH:8][CH:9]=1. (5) The product is: [CH3:19][O:18][C:17]([CH:4]1[CH2:5][CH2:6][CH2:7][C:2]([CH3:1])([C:9]2[CH:10]=[CH:11][CH:12]=[CH:13][CH:14]=2)[C:3]1=[O:8])=[O:20]. Given the reactants [CH3:1][C:2]1([C:9]2[CH:14]=[CH:13][CH:12]=[CH:11][CH:10]=2)[CH2:7][CH2:6][CH2:5][CH2:4][C:3]1=[O:8].[H-].[Na+].[C:17](=O)([O:20]C)[O:18][CH3:19], predict the reaction product. (6) The product is: [NH2:7][C:6]1([CH2:5][OH:45])[CH2:8][CH2:9][CH2:10][CH2:11]1.[ClH:51].[NH2:17][C:16]1([CH2:15][Cl:51])[CH2:14][CH2:13][CH2:19][CH2:18]1. Given the reactants C([C:5]1[CH:11]=[CH:10][CH:9]=[CH:8][C:6]=1[NH2:7])(C)(C)C.I[C:13]1[CH:19]=[CH:18][C:16]([NH2:17])=[C:15](C(C)(C)C)[CH:14]=1.NC1C=CC=CC=1.IC1C=CC(N=C=S)=C(C(C)(C)C)C=1.[OH:45]CCN.O=S(Cl)[Cl:51], predict the reaction product. (7) Given the reactants [CH:1](=[O:8])[C:2]1[CH:7]=[CH:6][CH:5]=[CH:4][CH:3]=1.C(O[CH:13]([CH3:16])[CH:14]=[CH2:15])(=O)C.O.CCN(CC)CC.CC1C(C)=C(C)C(C)=C(C)C=1C, predict the reaction product. The product is: [CH3:15][CH:14]([CH:13]=[CH2:16])[CH:1]([C:2]1[CH:7]=[CH:6][CH:5]=[CH:4][CH:3]=1)[OH:8].